Dataset: Full USPTO retrosynthesis dataset with 1.9M reactions from patents (1976-2016). Task: Predict the reactants needed to synthesize the given product. (1) Given the product [C:1]([O:4][CH2:5][C:6]1[C:7]([N:13]2[N:22]=[CH:21][C:20]3[C:15](=[C:16]([F:27])[CH:17]=[C:18]([C:23]([CH3:26])([CH3:25])[CH3:24])[CH:19]=3)[C:14]2=[O:28])=[N:8][CH:9]=[CH:10][C:11]=1[B:32]([OH:33])[OH:31])(=[O:3])[CH3:2], predict the reactants needed to synthesize it. The reactants are: [C:1]([O:4][CH2:5][C:6]1[C:7]([N:13]2[N:22]=[CH:21][C:20]3[C:15](=[C:16]([F:27])[CH:17]=[C:18]([C:23]([CH3:26])([CH3:25])[CH3:24])[CH:19]=3)[C:14]2=[O:28])=[N:8][CH:9]=[CH:10][C:11]=1Cl)(=[O:3])[CH3:2].CC1(C)C(C)(C)[O:33][B:32](B2OC(C)(C)C(C)(C)O2)[O:31]1.CC(C1C=C(C(C)C)C(C2C=CC=CC=2P(C2CCCCC2)C2CCCCC2)=C(C(C)C)C=1)C.CC([O-])=O.[K+]. (2) Given the product [CH3:32][N:23]1[CH:24]=[C:25]([C:28](=[O:30])[NH:41][CH3:40])[C:26]2[O:27][C:19]([C:16]3[CH:15]=[CH:14][C:13]([C:9]4([NH:8][C:6](=[O:7])[O:5][C:1]([CH3:3])([CH3:2])[CH3:4])[CH2:12][CH2:11][CH2:10]4)=[CH:18][CH:17]=3)=[C:20]([C:34]3[CH:35]=[CH:36][CH:37]=[CH:38][CH:39]=3)[C:21]=2[C:22]1=[O:33], predict the reactants needed to synthesize it. The reactants are: [C:1]([O:5][C:6]([NH:8][C:9]1([C:13]2[CH:18]=[CH:17][C:16]([C:19]3[O:27][C:26]4[C:25]([C:28]([O:30]C)=O)=[CH:24][N:23]([CH3:32])[C:22](=[O:33])[C:21]=4[C:20]=3[C:34]3[CH:39]=[CH:38][CH:37]=[CH:36][CH:35]=3)=[CH:15][CH:14]=2)[CH2:12][CH2:11][CH2:10]1)=[O:7])([CH3:4])([CH3:3])[CH3:2].[CH3:40][NH2:41]. (3) Given the product [Cl:12][C:5]1[C:6]2[CH2:7][CH2:8][CH2:9][CH2:10][C:11]=2[C:2]([NH:13][C:14]2[CH:15]=[CH:16][C:17]([O:18][C:19]3[C:24]([C:25]4[CH:30]=[CH:29][N:28]=[C:27]([NH:31][CH3:32])[N:26]=4)=[CH:23][CH:22]=[CH:21][N:20]=3)=[CH:33][CH:34]=2)=[N:3][N:4]=1, predict the reactants needed to synthesize it. The reactants are: Cl[C:2]1[C:11]2[CH2:10][CH2:9][CH2:8][CH2:7][C:6]=2[C:5]([Cl:12])=[N:4][N:3]=1.[NH2:13][C:14]1[CH:34]=[CH:33][C:17]([O:18][C:19]2[C:24]([C:25]3[CH:30]=[CH:29][N:28]=[C:27]([NH:31][CH3:32])[N:26]=3)=[CH:23][CH:22]=[CH:21][N:20]=2)=[CH:16][CH:15]=1. (4) Given the product [CH3:36][O:35][C:33]([C:32]1[CH:31]=[CH:30][C:29]([C:16]2[C:17]([CH3:27])([CH3:28])[C@H:18]3[C@:13]([CH3:39])([CH2:14][CH:15]=2)[C@@H:12]2[C@:21]([CH3:26])([C@@:22]4([CH3:25])[C@H:9]([CH2:10][CH2:11]2)[C@H:8]2[C@H:40]([C:43]([CH3:45])=[CH2:44])[CH2:41][CH2:42][C@:7]2([C:5]([NH:4][CH2:3][CH2:2][N:1]([CH2:60][C:59]([O:58][CH3:63])=[O:53])[CH2:47][C:48]([O:50][CH3:51])=[O:49])=[O:6])[CH2:24][CH2:23]4)[CH2:20][CH2:19]3)=[CH:38][CH:37]=1)=[O:34], predict the reactants needed to synthesize it. The reactants are: [NH2:1][CH2:2][CH2:3][NH:4][C:5]([C@:7]12[CH2:42][CH2:41][C@@H:40]([C:43]([CH3:45])=[CH2:44])[C@@H:8]1[C@@H:9]1[C@@:22]([CH3:25])([CH2:23][CH2:24]2)[C@@:21]2([CH3:26])[C@@H:12]([C@:13]3([CH3:39])[C@@H:18]([CH2:19][CH2:20]2)[C:17]([CH3:28])([CH3:27])[C:16]([C:29]2[CH:38]=[CH:37][C:32]([C:33]([O:35][CH3:36])=[O:34])=[CH:31][CH:30]=2)=[CH:15][CH2:14]3)[CH2:11][CH2:10]1)=[O:6].Br[CH2:47][C:48]([O:50][CH3:51])=[O:49].C(=O)([O-])[O-:53].[K+].[K+].[O:58]1[CH2:63]CO[CH2:60][CH2:59]1.